From a dataset of NCI-60 drug combinations with 297,098 pairs across 59 cell lines. Regression. Given two drug SMILES strings and cell line genomic features, predict the synergy score measuring deviation from expected non-interaction effect. (1) Drug 1: CC(CN1CC(=O)NC(=O)C1)N2CC(=O)NC(=O)C2. Drug 2: C1=NC2=C(N=C(N=C2N1C3C(C(C(O3)CO)O)O)F)N. Cell line: 786-0. Synergy scores: CSS=9.79, Synergy_ZIP=-0.957, Synergy_Bliss=3.81, Synergy_Loewe=1.80, Synergy_HSA=2.46. (2) Drug 1: CC1C(C(=O)NC(C(=O)N2CCCC2C(=O)N(CC(=O)N(C(C(=O)O1)C(C)C)C)C)C(C)C)NC(=O)C3=C4C(=C(C=C3)C)OC5=C(C(=O)C(=C(C5=N4)C(=O)NC6C(OC(=O)C(N(C(=O)CN(C(=O)C7CCCN7C(=O)C(NC6=O)C(C)C)C)C)C(C)C)C)N)C. Drug 2: C1=NC(=NC(=O)N1C2C(C(C(O2)CO)O)O)N. Cell line: OVCAR-8. Synergy scores: CSS=9.96, Synergy_ZIP=-8.07, Synergy_Bliss=-10.5, Synergy_Loewe=-15.4, Synergy_HSA=-15.5. (3) Drug 1: C1CCC(CC1)NC(=O)N(CCCl)N=O. Drug 2: CC1=C(C(=O)C2=C(C1=O)N3CC4C(C3(C2COC(=O)N)OC)N4)N. Cell line: SK-MEL-28. Synergy scores: CSS=29.7, Synergy_ZIP=-4.77, Synergy_Bliss=-0.770, Synergy_Loewe=-8.24, Synergy_HSA=0.655.